Dataset: Forward reaction prediction with 1.9M reactions from USPTO patents (1976-2016). Task: Predict the product of the given reaction. (1) Given the reactants C1C2C(=CC=CC=2)C=CC=1.[Li].[CH:12]1([C:18]2[CH:19]=[C:20](Cl)[CH:21]=[CH:22][C:23]=2[O:24][CH2:25][CH2:26][N:27]2[CH2:32][CH2:31][O:30][CH2:29][CH2:28]2)[CH2:17][CH2:16][CH2:15][CH2:14][CH2:13]1.CN(C)[CH:36]=[O:37], predict the reaction product. The product is: [CH:12]1([C:18]2[CH:19]=[C:20]([CH:21]=[CH:22][C:23]=2[O:24][CH2:25][CH2:26][N:27]2[CH2:32][CH2:31][O:30][CH2:29][CH2:28]2)[CH:36]=[O:37])[CH2:17][CH2:16][CH2:15][CH2:14][CH2:13]1. (2) Given the reactants [N:1]1[CH:6]=[CH:5][C:4]([C:7]2[CH:15]=[CH:14][CH:13]=[C:12]3[C:8]=2[CH2:9][C:10](=[O:16])[NH:11]3)=[CH:3][CH:2]=1.[CH2:17]([O:19][C:20]([C:22]1[C:26]([C:27]2[CH:32]=[CH:31][C:30]([O:33][CH3:34])=[CH:29][CH:28]=2)=[C:25]([CH:35]=O)[NH:24][CH:23]=1)=[O:21])[CH3:18], predict the reaction product. The product is: [CH2:17]([O:19][C:20]([C:22]1[C:26]([C:27]2[CH:32]=[CH:31][C:30]([O:33][CH3:34])=[CH:29][CH:28]=2)=[C:25]([CH:35]=[C:9]2[C:8]3[C:12](=[CH:13][CH:14]=[CH:15][C:7]=3[C:4]3[CH:5]=[CH:6][N:1]=[CH:2][CH:3]=3)[NH:11][C:10]2=[O:16])[NH:24][CH:23]=1)=[O:21])[CH3:18]. (3) Given the reactants [CH:1]1([NH:7][C:8](=[S:11])[NH:9][NH2:10])[CH2:6][CH2:5][CH2:4][CH2:3][CH2:2]1.[N:12]1[CH:17]=[CH:16][CH:15]=[CH:14][C:13]=1[CH:18]=O, predict the reaction product. The product is: [CH:1]1([NH:7][C:8](=[S:11])[NH:9][N:10]=[CH:18][C:13]2[CH:14]=[CH:15][CH:16]=[CH:17][N:12]=2)[CH2:2][CH2:3][CH2:4][CH2:5][CH2:6]1. (4) Given the reactants [CH2:1]([O:3][C:4]([C:6]1[N:7]([CH3:13])[C:8](Br)=[N:9][C:10]=1[CH3:11])=[O:5])[CH3:2].[Cl:14][C:15]1[CH:20]=[CH:19][C:18]([C:21]#[CH:22])=[CH:17][CH:16]=1, predict the reaction product. The product is: [CH2:1]([O:3][C:4]([C:6]1[N:7]([CH3:13])[C:8]([C:22]#[C:21][C:18]2[CH:19]=[CH:20][C:15]([Cl:14])=[CH:16][CH:17]=2)=[N:9][C:10]=1[CH3:11])=[O:5])[CH3:2]. (5) Given the reactants [C:1]1(=O)[CH2:4][CH2:3][CH2:2]1.[F:6][C:7]1[CH:8]=[C:9]([CH:14]=[CH:15][C:16]=1[C:17]1[CH:18]=[C:19]2[C:24](=[CH:25][CH:26]=1)[C:23](=[O:27])[N:22]([C@@H:28]1[CH2:32][CH2:31][NH:30][CH2:29]1)[CH2:21][CH2:20]2)[C:10]([O:12][CH3:13])=[O:11], predict the reaction product. The product is: [CH:1]1([N:30]2[CH2:31][CH2:32][C@@H:28]([N:22]3[CH2:21][CH2:20][C:19]4[C:24](=[CH:25][CH:26]=[C:17]([C:16]5[CH:15]=[CH:14][C:9]([C:10]([O:12][CH3:13])=[O:11])=[CH:8][C:7]=5[F:6])[CH:18]=4)[C:23]3=[O:27])[CH2:29]2)[CH2:4][CH2:3][CH2:2]1. (6) Given the reactants [CH3:1][CH:2]1[C:7](=O)[CH2:6][CH2:5][CH2:4][C:3]1=[O:9].[Cl:10][C:11]1[C:12]([NH2:17])=[N:13][CH:14]=[CH:15][N:16]=1, predict the reaction product. The product is: [Cl:10][C:11]1[C:12]([NH:17][C:7]2[CH2:6][CH2:5][CH2:4][C:3](=[O:9])[C:2]=2[CH3:1])=[N:13][CH:14]=[CH:15][N:16]=1. (7) Given the reactants [Br:1][C:2]1[CH:7]=[CH:6][C:5]([CH:8]([C:18]2[CH:23]=[CH:22][C:21]([F:24])=[CH:20][CH:19]=2)[O:9][C@@H:10]([CH2:14][CH:15]([CH3:17])[CH3:16])[C:11](O)=[O:12])=[CH:4][CH:3]=1.Cl.[NH2:26][CH2:27][C:28]#[N:29].CN(C(ON1N=NC2C=CC=NC1=2)=[N+](C)C)C.F[P-](F)(F)(F)(F)F.C(N(C(C)C)CC)(C)C.Cl, predict the reaction product. The product is: [Br:1][C:2]1[CH:3]=[CH:4][C:5]([CH:8]([C:18]2[CH:19]=[CH:20][C:21]([F:24])=[CH:22][CH:23]=2)[O:9][C@@H:10]([CH2:14][CH:15]([CH3:17])[CH3:16])[C:11]([NH:29][CH2:28][C:27]#[N:26])=[O:12])=[CH:6][CH:7]=1.